This data is from Full USPTO retrosynthesis dataset with 1.9M reactions from patents (1976-2016). The task is: Predict the reactants needed to synthesize the given product. (1) Given the product [OH:16][C:6]1[C:5]([OH:4])=[CH:10][C:9]([C:11]#[N:12])=[C:8]([C:26]([C:20]2[CH:25]=[CH:24][CH:23]=[CH:22][CH:21]=2)=[CH2:27])[C:7]=1[C:14]#[N:15], predict the reactants needed to synthesize it. The reactants are: C([O:4][C:5]1[CH:10]=[C:9]([C:11]#[N:12])[C:8](Br)=[C:7]([C:14]#[N:15])[C:6]=1[O:16]C(=O)C)(=O)C.[C:20]1([C:26](B(O)O)=[CH2:27])[CH:25]=[CH:24][CH:23]=[CH:22][CH:21]=1. (2) Given the product [N:3]1[N:4]=[C:5]([C:12]2[CH:21]=[CH:20][C:19]3[C:14](=[C:15]([O:22][CH2:23][C:24]4([F:30])[CH2:29][CH2:28][N:27]([CH2:37][C:38]([NH2:40])=[O:39])[CH2:26][CH2:25]4)[CH:16]=[CH:17][CH:18]=3)[N:13]=2)[N:6]2[CH:11]=[CH:10][CH:9]=[CH:8][C:7]=12, predict the reactants needed to synthesize it. The reactants are: Cl.Cl.[N:3]1[N:4]=[C:5]([C:12]2[CH:21]=[CH:20][C:19]3[C:14](=[C:15]([O:22][CH2:23][C:24]4([F:30])[CH2:29][CH2:28][NH:27][CH2:26][CH2:25]4)[CH:16]=[CH:17][CH:18]=3)[N:13]=2)[N:6]2[CH:11]=[CH:10][CH:9]=[CH:8][C:7]=12.CN(C=O)C.Br[CH2:37][C:38]([NH2:40])=[O:39]. (3) Given the product [C:2]([O:6][C:7](=[O:21])[C@@H:8]([NH:15][C:16](=[O:20])[C@@H:17]([NH:19][C:32]([C:24]1[CH2:25][C:26]2[C:31]([C:23]=1[CH3:22])=[CH:30][CH:29]=[CH:28][CH:27]=2)=[O:33])[CH3:18])[CH2:9][CH2:10][S:11]([CH3:14])(=[O:13])=[O:12])([CH3:3])([CH3:4])[CH3:5], predict the reactants needed to synthesize it. The reactants are: Cl.[C:2]([O:6][C:7](=[O:21])[C@@H:8]([NH:15][C:16](=[O:20])[C@@H:17]([NH2:19])[CH3:18])[CH2:9][CH2:10][S:11]([CH3:14])(=[O:13])=[O:12])([CH3:5])([CH3:4])[CH3:3].[CH3:22][C:23]1[C:31]2[C:26](=[CH:27][CH:28]=[CH:29][CH:30]=2)[CH2:25][C:24]=1[C:32](O)=[O:33].CN(C(ON1N=NC2C=CC=NC1=2)=[N+](C)C)C.F[P-](F)(F)(F)(F)F.C(N(CC)C(C)C)(C)C. (4) Given the product [O:22]=[C:16]1[NH:5][C@H:6]([C:9]([O:11][CH2:26][CH3:27])=[O:10])[CH2:7][S:8]1, predict the reactants needed to synthesize it. The reactants are: [OH-].[Na+].O.Cl.[NH2:5][C@H:6]([C:9]([OH:11])=[O:10])[CH2:7][SH:8].ClC(Cl)(O[C:16](=[O:22])OC(Cl)(Cl)Cl)Cl.Cl.O1CCO[CH2:27][CH2:26]1. (5) The reactants are: [C:1]([C:5]1[N:6]=[C:7]([NH:10][C:11]([C:13]2C=CN3C(=O)C(/C=C/C4N=NNN=4)=C(N4CCC[C@@H](OC(NCC[N+](C)(C)C)=O)C4)N=C3C=2)=[O:12])[S:8][CH:9]=1)([CH3:4])([CH3:3])[CH3:2].C(C1N=C(NC([C:59]2[CH:86]=[CH:85][N:62]3[C:63](=[O:84])[C:64](/[CH:68]=[CH:69]/[C:70]4[N:71]=[N:72][N:73]([CH2:75][C:76]5[CH:81]=[CH:80][C:79]([O:82][CH3:83])=[CH:78][CH:77]=5)[N:74]=4)=[C:65](O)[N:66]=[C:61]3[CH:60]=2)=O)SC=1)(C)(C)C.Cl.[OH:88][C@H:89]1[CH2:94][CH2:93][CH2:92][NH:91][CH2:90]1. Given the product [C:1]([C:5]1[N:6]=[C:7]([NH:10][C:11]([CH2:13][C:59]2[CH:86]=[CH:85][N:62]3[C:63](=[O:84])[C:64](/[CH:68]=[CH:69]/[C:70]4[N:71]=[N:72][N:73]([CH2:75][C:76]5[CH:81]=[CH:80][C:79]([O:82][CH3:83])=[CH:78][CH:77]=5)[N:74]=4)=[C:65]([N:91]4[CH2:92][CH2:93][CH2:94][C@H:89]([OH:88])[CH2:90]4)[N:66]=[C:61]3[CH:60]=2)=[O:12])[S:8][CH:9]=1)([CH3:2])([CH3:3])[CH3:4], predict the reactants needed to synthesize it. (6) Given the product [CH3:3][O:4][CH2:5][CH:6]1[CH2:10][CH2:9][CH2:8][N:7]1[CH2:12][CH2:13][CH2:14][CH2:15][NH2:16], predict the reactants needed to synthesize it. The reactants are: N#N.[CH3:3][O:4][CH2:5][CH:6]1[CH2:10][CH2:9][CH2:8][NH:7]1.Br[CH2:12][CH2:13][CH2:14][C:15]#[N:16].C([O-])([O-])=O.[K+].[K+]. (7) Given the product [C:54]([O:53][C:52]([NH:51][C@H:41]1[C@@H:42]([N:46]2[CH:50]=[CH:49][N:48]=[N:47]2)[C@@H:43]([CH3:45])[CH2:44][N:39]([C:38]2[CH:37]=[CH:36][N:35]=[CH:34][C:33]=2[NH:32][C:29]([C:13]2[C:12]([NH:11][C:9](=[O:10])[O:8][CH2:1][C:2]3[CH:7]=[CH:6][CH:5]=[CH:4][CH:3]=3)=[CH:21][C:20]3[C:15](=[CH:16][C:17]([N:22]4[CH2:23][CH2:24][N:25]([CH3:28])[CH2:26][CH2:27]4)=[CH:18][CH:19]=3)[N:14]=2)=[O:30])[CH2:40]1)=[O:58])([CH3:57])([CH3:56])[CH3:55], predict the reactants needed to synthesize it. The reactants are: [CH2:1]([O:8][C:9]([NH:11][C:12]1[C:13]([C:29](O)=[O:30])=[N:14][C:15]2[C:20]([CH:21]=1)=[CH:19][CH:18]=[C:17]([N:22]1[CH2:27][CH2:26][N:25]([CH3:28])[CH2:24][CH2:23]1)[CH:16]=2)=[O:10])[C:2]1[CH:7]=[CH:6][CH:5]=[CH:4][CH:3]=1.[NH2:32][C:33]1[CH:34]=[N:35][CH:36]=[CH:37][C:38]=1[N:39]1[CH2:44][C@H:43]([CH3:45])[C@H:42]([N:46]2[CH:50]=[CH:49][N:48]=[N:47]2)[C@H:41]([NH:51][C:52](=[O:58])[O:53][C:54]([CH3:57])([CH3:56])[CH3:55])[CH2:40]1.CN(C(ON1N=NC2C=CC=NC1=2)=[N+](C)C)C.F[P-](F)(F)(F)(F)F.CCN(C(C)C)C(C)C. (8) Given the product [F:1][C:2]1[CH:3]=[C:4]([C:8]2[C:17]3[C:12](=[CH:13][C:14]([CH3:18])=[CH:15][CH:16]=3)[N+:11]([O-:24])=[CH:10][CH:9]=2)[CH:5]=[CH:6][CH:7]=1, predict the reactants needed to synthesize it. The reactants are: [F:1][C:2]1[CH:3]=[C:4]([C:8]2[C:17]3[C:12](=[CH:13][C:14]([CH3:18])=[CH:15][CH:16]=3)[N:11]=[CH:10][CH:9]=2)[CH:5]=[CH:6][CH:7]=1.ClC1C=C(C=CC=1)C(OO)=[O:24].[OH-].[Ca+2].[OH-]. (9) Given the product [CH3:27][S:28]([NH:1][C:2]1[CH:7]=[CH:6][CH:5]=[C:4]([CH2:8][N:9]2[C:10](=[O:19])[C:11]3[C:16](=[CH:15][CH:14]=[CH:13][CH:12]=3)[C:17]2=[O:18])[N:3]=1)(=[O:30])=[O:29], predict the reactants needed to synthesize it. The reactants are: [NH2:1][C:2]1[CH:7]=[CH:6][CH:5]=[C:4]([CH2:8][N:9]2[C:17](=[O:18])[C:16]3[C:11](=[CH:12][CH:13]=[CH:14][CH:15]=3)[C:10]2=[O:19])[N:3]=1.C(N(CC)CC)C.[CH3:27][S:28](Cl)(=[O:30])=[O:29].